From a dataset of Reaction yield outcomes from USPTO patents with 853,638 reactions. Predict the reaction yield, written as a fraction of the theoretical maximum amount of product (1.0 means a 100% yield; for example, 0.34 means a 34% yield). The reactants are [CH:1]12[N:7]([C:8]([O:10][C:11]([CH3:14])([CH3:13])[CH3:12])=[O:9])[CH:6]1[CH2:5][CH2:4][N:3]([C:15]([O:17][CH2:18][C:19]1[CH:24]=[CH:23][CH:22]=[CH:21][CH:20]=1)=[O:16])[CH2:2]2.[CH:25]1([CH2:29][Mg]Br)[CH2:28][CH2:27][CH2:26]1.C1COCC1.[NH4+].[Cl-]. The catalyst is [Cu]I. The product is [C:11]([O:10][C:8]([NH:7][C@H:1]1[C@H:6]([CH2:29][CH:25]2[CH2:28][CH2:27][CH2:26]2)[CH2:5][CH2:4][N:3]([C:15]([O:17][CH2:18][C:19]2[CH:24]=[CH:23][CH:22]=[CH:21][CH:20]=2)=[O:16])[CH2:2]1)=[O:9])([CH3:14])([CH3:13])[CH3:12]. The yield is 0.190.